This data is from Reaction yield outcomes from USPTO patents with 853,638 reactions. The task is: Predict the reaction yield, written as a fraction of the theoretical maximum amount of product (1.0 means a 100% yield; for example, 0.34 means a 34% yield). The reactants are [H-].[Na+].[CH3:3][C:4]1([CH3:18])[CH2:12][C:11]2[NH:10][N:9]=[C:8]([C:13]([F:16])([F:15])[F:14])[C:7]=2[C:6](=[O:17])[CH2:5]1.[Br:19][C:20]1[CH:27]=[C:26](F)[CH:25]=[CH:24][C:21]=1[C:22]#[N:23]. The catalyst is CS(C)=O. The product is [Br:19][C:20]1[CH:27]=[C:26]([N:10]2[C:11]3[CH2:12][C:4]([CH3:18])([CH3:3])[CH2:5][C:6](=[O:17])[C:7]=3[C:8]([C:13]([F:16])([F:15])[F:14])=[N:9]2)[CH:25]=[CH:24][C:21]=1[C:22]#[N:23]. The yield is 0.630.